Dataset: Peptide-MHC class II binding affinity with 134,281 pairs from IEDB. Task: Regression. Given a peptide amino acid sequence and an MHC pseudo amino acid sequence, predict their binding affinity value. This is MHC class II binding data. (1) The peptide sequence is RKGVLFNIQYVNYWF. The MHC is DRB1_1001 with pseudo-sequence DRB1_1001. The binding affinity (normalized) is 0.522. (2) The peptide sequence is IDYLVSNQSVRNRQE. The MHC is DRB3_0202 with pseudo-sequence DRB3_0202. The binding affinity (normalized) is 0.804.